From a dataset of Catalyst prediction with 721,799 reactions and 888 catalyst types from USPTO. Predict which catalyst facilitates the given reaction. (1) Reactant: [OH:1][C:2]1[CH:11]=[C:10]2[C:5]([C:6]([O:12][C:13]3[CH:18]=[CH:17][C:16]([NH:19][C:20](=[O:27])[C:21]4[CH:26]=[CH:25][CH:24]=[CH:23][CH:22]=4)=[CH:15][CH:14]=3)=[CH:7][CH:8]=[N:9]2)=[CH:4][C:3]=1[O:28][CH3:29].[C:30]12([O:37][C:38](=[O:51])[C@@H:39]([NH:43][C:44]([O:46][C:47]([CH3:50])([CH3:49])[CH3:48])=[O:45])[CH2:40][CH2:41]Br)[CH2:36][CH:33]([CH2:34][CH2:35]1)[CH2:32][CH2:31]2.C([O-])([O-])=O.[K+].[K+]. Product: [C:30]12([O:37][C:38](=[O:51])[C@@H:39]([NH:43][C:44]([O:46][C:47]([CH3:50])([CH3:49])[CH3:48])=[O:45])[CH2:40][CH2:41][O:1][C:2]3[CH:11]=[C:10]4[C:5]([C:6]([O:12][C:13]5[CH:14]=[CH:15][C:16]([NH:19][C:20](=[O:27])[C:21]6[CH:26]=[CH:25][CH:24]=[CH:23][CH:22]=6)=[CH:17][CH:18]=5)=[CH:7][CH:8]=[N:9]4)=[CH:4][C:3]=3[O:28][CH3:29])[CH2:36][CH:33]([CH2:32][CH2:31]1)[CH2:34][CH2:35]2. The catalyst class is: 3. (2) Reactant: C([Li])CCC.C1(C)C=CC=CC=1.Br[C:14]1[CH:19]=[C:18]([CH3:20])[C:17]([CH:21]([C:29]2[C:34]([F:35])=[CH:33][CH:32]=[C:31]([F:36])[C:30]=2[F:37])[S:22][CH2:23][CH2:24][C:25]([F:28])([F:27])[F:26])=[CH:16][N:15]=1.CN(C)[CH:40]=[O:41]. Product: [CH3:20][C:18]1[C:17]([CH:21]([C:29]2[C:34]([F:35])=[CH:33][CH:32]=[C:31]([F:36])[C:30]=2[F:37])[S:22][CH2:23][CH2:24][C:25]([F:28])([F:27])[F:26])=[CH:16][N:15]=[C:14]([CH:40]=[O:41])[CH:19]=1. The catalyst class is: 6.